This data is from CYP3A4 inhibition data for predicting drug metabolism from PubChem BioAssay. The task is: Regression/Classification. Given a drug SMILES string, predict its absorption, distribution, metabolism, or excretion properties. Task type varies by dataset: regression for continuous measurements (e.g., permeability, clearance, half-life) or binary classification for categorical outcomes (e.g., BBB penetration, CYP inhibition). Dataset: cyp3a4_veith. (1) The compound is NC(N)=NC[C@@H]1CCCCCCN1.O=S(=O)(O)O. The result is 0 (non-inhibitor). (2) The compound is O=C(O)C(F)(F)C(F)(F)C(F)(F)C(F)(F)C(=O)O. The result is 0 (non-inhibitor). (3) The compound is Cn1c(=O)n(C)c2cc(/C=N/n3cnnc3)ccc21. The result is 0 (non-inhibitor). (4) The compound is Cc1ccc(C(=O)N2CCN(c3cc(=O)[nH]nc3-c3ccccc3)CC2)cc1. The result is 0 (non-inhibitor). (5) The drug is Cc1nn2c([nH]c(=O)c3ccccc32)c1C=O. The result is 0 (non-inhibitor). (6) The drug is Oc1ccc2c3c1O[C@H]1c4[nH]c5c(c4C[C@@]4(O)[C@@H](C2)N(CC2CC2)CC[C@]314)C[C@]1(O)[C@H]2Cc3ccc(O)c4c3[C@@]1(CCN2CC1CC1)[C@@H]5O4. The result is 0 (non-inhibitor).